This data is from Full USPTO retrosynthesis dataset with 1.9M reactions from patents (1976-2016). The task is: Predict the reactants needed to synthesize the given product. Given the product [CH3:1][C:2]1([CH2:36][OH:37])[CH2:7][CH2:6][C:5]([C:8]2[CH:13]=[CH:12][C:11]([OH:14])=[CH:10][CH:9]=2)=[C:4]([C:22]2[CH:23]=[CH:24][C:25]([OH:28])=[CH:26][CH:27]=2)[CH2:3]1, predict the reactants needed to synthesize it. The reactants are: [CH3:1][C:2]1([CH2:36][OH:37])[CH2:7][CH2:6][C:5]([C:8]2[CH:13]=[CH:12][C:11]([O:14]CC3C=CC=CC=3)=[CH:10][CH:9]=2)=[C:4]([C:22]2[CH:27]=[CH:26][C:25]([O:28]CC3C=CC=CC=3)=[CH:24][CH:23]=2)[CH2:3]1.